Dataset: Full USPTO retrosynthesis dataset with 1.9M reactions from patents (1976-2016). Task: Predict the reactants needed to synthesize the given product. (1) Given the product [CH2:12]([N:14]1[CH2:19][CH2:18][N:17]([S:8]([C:5]2[CH:6]=[CH:7][C:2]([I:1])=[CH:3][CH:4]=2)(=[O:10])=[O:9])[CH2:16][CH2:15]1)[CH3:13], predict the reactants needed to synthesize it. The reactants are: [I:1][C:2]1[CH:7]=[CH:6][C:5]([S:8](Cl)(=[O:10])=[O:9])=[CH:4][CH:3]=1.[CH2:12]([N:14]1[CH2:19][CH2:18][NH:17][CH2:16][CH2:15]1)[CH3:13].C(N(CC)CC)C. (2) Given the product [NH2:16][C:10]1([CH2:18][NH:19][C:20]([CH2:8][OH:9])([CH2:22][OH:24])[CH2:21][OH:17])[CH2:15][CH2:14][CH2:13][CH2:12][CH2:11]1, predict the reactants needed to synthesize it. The reactants are: NC1([CH2:8][OH:9])CCCCC1.[CH:10]1([NH2:16])[CH2:15][CH2:14][CH2:13][CH2:12][CH2:11]1.[O:17]1[CH2:21][CH2:20][NH:19][CH2:18]1.[C:22](OCC)(=[O:24])C. (3) Given the product [CH3:1][O:2][C:3]([C:5]1[N:6]([CH2:25][C:26]2[CH:27]=[CH:28][CH:29]=[CH:30][CH:31]=2)[C:7](=[O:24])[C:8]2[C:13]([C:14]=1[C:36]1[CH:35]=[CH:34][C:33]([F:32])=[CH:38][C:37]=1[F:39])=[CH:12][C:11]([Cl:23])=[CH:10][CH:9]=2)=[O:4], predict the reactants needed to synthesize it. The reactants are: [CH3:1][O:2][C:3]([C:5]1[N:6]([CH2:25][C:26]2[CH:31]=[CH:30][CH:29]=[CH:28][CH:27]=2)[C:7](=[O:24])[C:8]2[C:13]([C:14]=1OS(C(F)(F)F)(=O)=O)=[CH:12][C:11]([Cl:23])=[CH:10][CH:9]=2)=[O:4].[F:32][C:33]1[CH:38]=[C:37]([F:39])[CH:36]=[CH:35][C:34]=1B(O)O. (4) Given the product [I:11][C:10]1[C:3]2[C:2]([NH2:13])=[N:7][CH:6]=[N:5][C:4]=2[N:8]([CH3:12])[CH:9]=1, predict the reactants needed to synthesize it. The reactants are: Cl[C:2]1[C:3]2[C:10]([I:11])=[CH:9][N:8]([CH3:12])[C:4]=2[N:5]=[CH:6][N:7]=1.[NH3:13].CO. (5) Given the product [CH:11]([C:2]1[S:6][C:5]([C:7]([O:9][CH3:10])=[O:8])=[CH:4][CH:3]=1)=[CH2:12], predict the reactants needed to synthesize it. The reactants are: Br[C:2]1[S:6][C:5]([C:7]([O:9][CH3:10])=[O:8])=[CH:4][CH:3]=1.[CH:11]([B-](F)(F)F)=[CH2:12].[K+].C1C=CC(P(C2C=CC=CC=2)C2C=CC=CC=2)=CC=1.C([O-])([O-])=O.[Cs+].[Cs+]. (6) Given the product [CH2:1]([O:3][C:4]([C:6]1[N:7]([C:25]2[CH:26]=[CH:27][C:28]([O:31][CH:32]([CH3:33])[CH3:34])=[CH:29][CH:30]=2)[C:8]2[C:13]([C:14]=1[CH3:15])=[CH:12][C:11]([C:36]1[CH:41]=[CH:40][C:39]([C:42]([F:45])([F:44])[F:43])=[CH:38][N:37]=1)=[CH:10][CH:9]=2)=[O:5])[CH3:2], predict the reactants needed to synthesize it. The reactants are: [CH2:1]([O:3][C:4]([C:6]1[N:7]([C:25]2[CH:30]=[CH:29][C:28]([O:31][CH:32]([CH3:34])[CH3:33])=[CH:27][CH:26]=2)[C:8]2[C:13]([C:14]=1[CH3:15])=[CH:12][C:11](B1OC(C)(C)C(C)(C)O1)=[CH:10][CH:9]=2)=[O:5])[CH3:2].Br[C:36]1[CH:41]=[CH:40][C:39]([C:42]([F:45])([F:44])[F:43])=[CH:38][N:37]=1.